Dataset: Full USPTO retrosynthesis dataset with 1.9M reactions from patents (1976-2016). Task: Predict the reactants needed to synthesize the given product. (1) Given the product [CH3:9][N:10]1[CH2:16][CH2:15][O:14][C:13]2[CH:17]=[C:18]([O:21][C:22]3[CH:23]=[C:24]([C:25]([NH:39][C:40]4[CH:44]=[CH:43][N:42]([C:45]([O:47][C:48]([CH3:51])([CH3:50])[CH3:49])=[O:46])[N:41]=4)=[O:26])[CH:28]=[C:29]([O:31][C@@H:32]([CH3:36])[CH2:33][O:34][CH3:35])[CH:30]=3)[CH:19]=[CH:20][C:12]=2[S:11]1(=[O:37])=[O:38], predict the reactants needed to synthesize it. The reactants are: ClC(N(C)C)=C(C)C.[CH3:9][N:10]1[CH2:16][CH2:15][O:14][C:13]2[CH:17]=[C:18]([O:21][C:22]3[CH:23]=[C:24]([CH:28]=[C:29]([O:31][C@@H:32]([CH3:36])[CH2:33][O:34][CH3:35])[CH:30]=3)[C:25](O)=[O:26])[CH:19]=[CH:20][C:12]=2[S:11]1(=[O:38])=[O:37].[NH2:39][C:40]1[CH:44]=[CH:43][N:42]([C:45]([O:47][C:48]([CH3:51])([CH3:50])[CH3:49])=[O:46])[N:41]=1.N1C=CC=CC=1. (2) Given the product [NH2:30][CH2:21][C:20]1[CH:27]=[CH:28][C:17]([C:14]2[N:13]=[C:12]([C:10]3[S:11][C:7]([CH2:6][N:3]([CH2:4][CH3:5])[CH2:1][CH3:2])=[C:8]([CH3:29])[CH:9]=3)[O:16][N:15]=2)=[CH:18][CH:19]=1, predict the reactants needed to synthesize it. The reactants are: [CH2:1]([N:3]([CH2:6][C:7]1[S:11][C:10]([C:12]2[O:16][N:15]=[C:14]([C:17]3[CH:28]=[CH:27][C:20]([CH2:21]OS(C)(=O)=O)=[CH:19][CH:18]=3)[N:13]=2)=[CH:9][C:8]=1[CH3:29])[CH2:4][CH3:5])[CH3:2].[NH3:30]. (3) Given the product [CH2:3]([N:5]1[C:13]2[C:8](=[C:9]([CH2:14][OH:15])[CH:10]=[CH:11][CH:12]=2)[CH:7]=[CH:6]1)[CH3:4], predict the reactants needed to synthesize it. The reactants are: [BH4-].[Na+].[CH2:3]([N:5]1[C:13]2[CH:12]=[CH:11][CH:10]=[C:9]([CH:14]=[O:15])[C:8]=2[CH:7]=[CH:6]1)[CH3:4]. (4) Given the product [OH:3][CH:4]1[CH2:9][CH2:8][CH2:7][N:6]([C:10]2[N:11]=[C:12]3[CH:29]=[C:28](/[CH:30]=[CH:31]/[C:32]4[S:33][CH:34]=[C:35]([CH:37]([CH3:39])[CH3:38])[N:36]=4)[CH:27]=[CH:26][N:13]3[C:14](=[O:25])[C:15]=2/[CH:16]=[CH:17]/[C:18]([O:20][C:21]([CH3:22])([CH3:23])[CH3:24])=[O:19])[CH2:5]1, predict the reactants needed to synthesize it. The reactants are: C([O:3][CH:4]1[CH2:9][CH2:8][CH2:7][N:6]([C:10]2[N:11]=[C:12]3[CH:29]=[C:28](/[CH:30]=[CH:31]/[C:32]4[S:33][CH:34]=[C:35]([CH:37]([CH3:39])[CH3:38])[N:36]=4)[CH:27]=[CH:26][N:13]3[C:14](=[O:25])[C:15]=2/[CH:16]=[CH:17]/[C:18]([O:20][C:21]([CH3:24])([CH3:23])[CH3:22])=[O:19])[CH2:5]1)=O.[OH-].[Na+].Cl. (5) Given the product [CH2:1]([O:3][C:4]([C:6]1[C:7]([CH:24]2[CH2:29][CH2:28][CH2:27][CH2:26][CH2:25]2)([OH:23])[C:8]2[C:13]([C:14]=1[C:15]1[CH:20]=[CH:19][CH:18]=[CH:17][CH:16]=1)=[CH:12][CH:11]=[C:10]([O:21][CH3:22])[CH:9]=2)=[O:5])[CH3:2], predict the reactants needed to synthesize it. The reactants are: [CH2:1]([O:3][C:4]([C:6]1[C:7](=[O:23])[C:8]2[C:13]([C:14]=1[C:15]1[CH:20]=[CH:19][CH:18]=[CH:17][CH:16]=1)=[CH:12][CH:11]=[C:10]([O:21][CH3:22])[CH:9]=2)=[O:5])[CH3:2].[CH:24]1([Mg]Cl)[CH2:29][CH2:28][CH2:27][CH2:26][CH2:25]1. (6) Given the product [NH2:1][C:4]1[CH:5]=[C:6]2[C:10](=[CH:11][CH:12]=1)[NH:9][CH:8]=[C:7]2/[C:13](=[CH:16]/[C:17]1[CH:18]=[N:19][CH:20]=[CH:21][CH:22]=1)/[C:14]#[N:15], predict the reactants needed to synthesize it. The reactants are: [N+:1]([C:4]1[CH:5]=[C:6]2[C:10](=[CH:11][CH:12]=1)[NH:9][CH:8]=[C:7]2/[C:13](=[CH:16]/[C:17]1[CH:18]=[N:19][CH:20]=[CH:21][CH:22]=1)/[C:14]#[N:15])([O-])=O.[Cl-].[NH4+].C(OCC)C.CCCCCCC. (7) Given the product [CH3:1][O:2][C:3]1[CH:4]=[C:5]2[C:9](=[CH:10][CH:11]=1)[NH:8][CH:7]=[C:6]2[CH2:12][C:13]([NH:28][C:29]1[S:30][C:31]([N+:34]([O-:36])=[O:35])=[CH:32][N:33]=1)=[O:15], predict the reactants needed to synthesize it. The reactants are: [CH3:1][O:2][C:3]1[CH:4]=[C:5]2[C:9](=[CH:10][CH:11]=1)[NH:8][CH:7]=[C:6]2[CH2:12][C:13]([OH:15])=O.C1N=CN(C(N2C=NC=C2)=O)C=1.[NH2:28][C:29]1[S:30][C:31]([N+:34]([O-:36])=[O:35])=[CH:32][N:33]=1. (8) Given the product [Cl:40][C:34]1[C:33]([CH3:41])=[C:32]([NH:31][C@@H:10]([C:11]2[O:12][C:13]([C:16]3[CH:21]=[CH:20][C:19]([F:22])=[C:18]([OH:23])[CH:17]=3)=[N:14][N:15]=2)[C@H:9]([OH:8])[CH3:42])[CH:39]=[CH:38][C:35]=1[C:36]#[N:37], predict the reactants needed to synthesize it. The reactants are: [Si]([O:8][C@H:9]([CH3:42])[C@@H:10]([NH:31][C:32]1[CH:39]=[CH:38][C:35]([C:36]#[N:37])=[C:34]([Cl:40])[C:33]=1[CH3:41])[C:11]1[O:12][C:13]([C:16]2[CH:21]=[CH:20][C:19]([F:22])=[C:18]([O:23][Si](C(C)(C)C)(C)C)[CH:17]=2)=[N:14][N:15]=1)(C(C)(C)C)(C)C.CCCC[N+](CCCC)(CCCC)CCCC.[F-]. (9) Given the product [CH3:1][O:2][C:3]1[C:8]2[NH:9][CH:10]([CH2:13][NH:14][C:15](=[O:17])[CH3:16])[CH2:11][O:12][C:7]=2[CH:6]=[CH:5][CH:4]=1, predict the reactants needed to synthesize it. The reactants are: [CH3:1][O:2][C:3]1[C:8]2[NH:9][CH:10]([CH2:13][NH2:14])[CH2:11][O:12][C:7]=2[CH:6]=[CH:5][CH:4]=1.[C:15](OC(=O)C)(=[O:17])[CH3:16]. (10) Given the product [N:17]1[CH:22]=[CH:21][CH:20]=[C:19]([CH2:23][S:15][C:13]2[O:14][C:10]([C:7]3[CH:8]=[CH:9][C:4]4[NH:3][CH:2]=[N:1][C:5]=4[CH:6]=3)=[N:11][N:12]=2)[CH:18]=1, predict the reactants needed to synthesize it. The reactants are: [NH:1]1[C:5]2[CH:6]=[C:7]([C:10]3[O:14][C:13]([SH:15])=[N:12][N:11]=3)[CH:8]=[CH:9][C:4]=2[N:3]=[CH:2]1.Cl.[N:17]1[CH:22]=[CH:21][CH:20]=[C:19]([CH2:23]Cl)[CH:18]=1.